This data is from Reaction yield outcomes from USPTO patents with 853,638 reactions. The task is: Predict the reaction yield, written as a fraction of the theoretical maximum amount of product (1.0 means a 100% yield; for example, 0.34 means a 34% yield). (1) The reactants are [CH3:1][S:2](Cl)(=[O:4])=[O:3].[CH2:6]([O:8][C:9](=[O:26])[C:10]([O:13][C:14]1[CH:19]=[CH:18][C:17]([O:20][CH2:21][CH2:22][CH:23]([OH:25])[CH3:24])=[CH:16][CH:15]=1)([CH3:12])[CH3:11])[CH3:7]. The catalyst is C(Cl)Cl. The product is [CH2:6]([O:8][C:9](=[O:26])[C:10]([O:13][C:14]1[CH:15]=[CH:16][C:17]([O:20][CH2:21][CH2:22][CH:23]([O:25][S:2]([CH3:1])(=[O:4])=[O:3])[CH3:24])=[CH:18][CH:19]=1)([CH3:12])[CH3:11])[CH3:7]. The yield is 0.860. (2) The reactants are O=P(Cl)(Cl)[Cl:3].[I:6][C:7]1[CH:8]=[C:9]([C:14]([F:17])([F:16])[F:15])[C:10](O)=[N:11][CH:12]=1. The catalyst is CN(C=O)C. The product is [Cl:3][C:10]1[C:9]([C:14]([F:17])([F:16])[F:15])=[CH:8][C:7]([I:6])=[CH:12][N:11]=1. The yield is 0.620.